From a dataset of Forward reaction prediction with 1.9M reactions from USPTO patents (1976-2016). Predict the product of the given reaction. Given the reactants [Cl:1][C:2]1[N:7]=[C:6]([N:8]2[CH:12]=[C:11]([C:13](OCC)=[O:14])[C:10]([CH3:18])=[N:9]2)[CH:5]=[CH:4][N:3]=1.CC1C(CN2CC(O)C2)=CN(C2C=CN=C(NC3C=C4C(=CC=3)N(C)C=C4)N=2)N=1.[H-].C([Al+]CC(C)C)C(C)C, predict the reaction product. The product is: [Cl:1][C:2]1[N:7]=[C:6]([N:8]2[CH:12]=[C:11]([CH2:13][OH:14])[C:10]([CH3:18])=[N:9]2)[CH:5]=[CH:4][N:3]=1.